From a dataset of Catalyst prediction with 721,799 reactions and 888 catalyst types from USPTO. Predict which catalyst facilitates the given reaction. (1) Reactant: [CH3:1][CH2:2][CH2:3][CH2:4][C:5]1[N:9]([CH2:10][C:11]2[CH:12]=[CH:13][C:14]([C:17]3[CH:18]=[CH:19][CH:20]=[CH:21][C:22]=3[C:23]3[N:27]=[N:26][NH:25][N:24]=3)=[CH:15][CH:16]=2)[C:8]([C:28]([OH:30])=[O:29])=[C:7]([Cl:31])[N:6]=1.C(N(CC)CC)C.[C:39](Cl)([C:52]1[CH:57]=[CH:56][CH:55]=[CH:54][CH:53]=1)([C:46]1[CH:51]=[CH:50][CH:49]=[CH:48][CH:47]=1)[C:40]1[CH:45]=[CH:44][CH:43]=[CH:42][CH:41]=1. Product: [CH2:4]([C:5]1[N:9]([CH2:10][C:11]2[CH:16]=[CH:15][C:14]([C:17]3[CH:18]=[CH:19][CH:20]=[CH:21][C:22]=3[C:23]3[N:24]=[N:25][N:26]([C:39]([C:40]4[CH:45]=[CH:44][CH:43]=[CH:42][CH:41]=4)([C:52]4[CH:53]=[CH:54][CH:55]=[CH:56][CH:57]=4)[C:46]4[CH:47]=[CH:48][CH:49]=[CH:50][CH:51]=4)[N:27]=3)=[CH:13][CH:12]=2)[C:8]([C:28]([OH:30])=[O:29])=[C:7]([Cl:31])[N:6]=1)[CH2:3][CH2:2][CH3:1]. The catalyst class is: 2. (2) Reactant: [CH3:1][O:2][C:3]([C@@H:5]1[CH2:14][C:13]2[CH:12]=[C:11]3[O:15][CH2:16][C@H:17]([C:19]4[CH:24]=[CH:23][C:22]([O:25]C(=O)C)=[CH:21][CH:20]=4)[O:18][C:10]3=[CH:9][C:8]=2[CH2:7][N:6]1[C@H:29]([C:32]1[CH:37]=[CH:36][CH:35]=[CH:34][CH:33]=1)[CH2:30][CH3:31])=[O:4].C([O-])(O)=O.[Na+].O.CCOC(C)=O. Product: [CH3:1][O:2][C:3]([C@@H:5]1[CH2:14][C:13]2[CH:12]=[C:11]3[O:15][CH2:16][C@H:17]([C:19]4[CH:24]=[CH:23][C:22]([OH:25])=[CH:21][CH:20]=4)[O:18][C:10]3=[CH:9][C:8]=2[CH2:7][N:6]1[C@H:29]([C:32]1[CH:33]=[CH:34][CH:35]=[CH:36][CH:37]=1)[CH2:30][CH3:31])=[O:4]. The catalyst class is: 5. (3) Reactant: [NH2:1][C:2]1[CH:23]=[CH:22][CH:21]=[CH:20][C:3]=1[CH2:4][C:5]1[CH:6]=[C:7]2[C:12](=[CH:13][CH:14]=1)[NH:11][C:10](=[O:15])[CH:9]=[C:8]2[C:16]([F:19])([F:18])[F:17].[CH2:24]([N:26]=[C:27]=[O:28])[CH3:25]. Product: [CH2:24]([NH:26][C:27]([NH:1][C:2]1[CH:23]=[CH:22][CH:21]=[CH:20][C:3]=1[CH2:4][C:5]1[CH:6]=[C:7]2[C:12](=[CH:13][CH:14]=1)[NH:11][C:10](=[O:15])[CH:9]=[C:8]2[C:16]([F:19])([F:17])[F:18])=[O:28])[CH3:25]. The catalyst class is: 1. (4) Reactant: [C:1](=[O:6])([O:4][CH3:5])OC.[H-].[Na+].[CH2:9]1[CH2:13][O:12][CH2:11][CH2:10]1.C([CH:17]1[CH2:22][CH:21]2[CH2:23][CH:18]1C=C2)(=O)C. Product: [CH:22]12[CH2:21][CH:23]([CH:9]([CH:10]([CH:11]=[O:12])[C:1]([O:4][CH3:5])=[O:6])[CH2:13]1)[CH:18]=[CH:17]2. The catalyst class is: 15.